This data is from Forward reaction prediction with 1.9M reactions from USPTO patents (1976-2016). The task is: Predict the product of the given reaction. (1) Given the reactants Br[C:2]1[CH:3]=[C:4]2[N:23]([CH3:24])[CH:22]=[CH:21][C:5]2=[N:6][C:7]=1[C@@H:8]([NH:10][C:11](=[O:20])[O:12][CH2:13][C:14]1[CH:19]=[CH:18][CH:17]=[CH:16][CH:15]=1)[CH3:9].CC1(C)C(C)(C)OB([C:33]2[CH2:34][N:35]([C:38]([O:40][C:41]([CH3:44])([CH3:43])[CH3:42])=[O:39])[CH2:36][CH:37]=2)O1.C([O-])([O-])=O.[K+].[K+], predict the reaction product. The product is: [CH2:13]([O:12][C:11]([NH:10][C@H:8]([C:7]1[N:6]=[C:5]2[CH:21]=[CH:22][N:23]([CH3:24])[C:4]2=[CH:3][C:2]=1[C:37]1[CH2:36][N:35]([C:38]([O:40][C:41]([CH3:44])([CH3:43])[CH3:42])=[O:39])[CH2:34][CH:33]=1)[CH3:9])=[O:20])[C:14]1[CH:19]=[CH:18][CH:17]=[CH:16][CH:15]=1. (2) Given the reactants [Si:1]([O:8][CH2:9][C@@H:10]1[CH:15]=[C:14]([CH2:16]OC(OCC)=O)[C@H:13]([OH:23])[CH2:12][N:11]1[C:24]([O:26][C:27]([CH3:30])([CH3:29])[CH3:28])=[O:25])([C:4]([CH3:7])([CH3:6])[CH3:5])([CH3:3])[CH3:2].[N+:31]([CH3:34])([O-:33])=[O:32], predict the reaction product. The product is: [Si:1]([O:8][CH2:9][C@@H:10]1[CH:15]=[C:14]([CH2:16][CH2:34][N+:31]([O-:33])=[O:32])[C@H:13]([OH:23])[CH2:12][N:11]1[C:24]([O:26][C:27]([CH3:28])([CH3:30])[CH3:29])=[O:25])([C:4]([CH3:7])([CH3:6])[CH3:5])([CH3:3])[CH3:2]. (3) The product is: [CH2:1]([C:5]1=[CH:6][N:7]([C:22]([CH3:25])([CH3:24])[CH3:23])[S:8]/[C:9]/1=[N:10]\[C:11]([C:12]1[CH:17]=[C:16]([Cl:18])[CH:15]=[CH:14][C:13]=1[O:19][CH3:20])=[S:27])[CH2:2][CH2:3][CH3:4]. Given the reactants [CH2:1]([C:5]1=[CH:6][N:7]([C:22]([CH3:25])([CH3:24])[CH3:23])[S:8]/[C:9]/1=[N:10]\[C:11](=O)[C:12]1[CH:17]=[C:16]([Cl:18])[CH:15]=[CH:14][C:13]=1[O:19][CH3:20])[CH2:2][CH2:3][CH3:4].P12(SP3(SP(SP(S3)(S1)=S)(=S)S2)=S)=[S:27], predict the reaction product. (4) Given the reactants [NH2:1][C:2]1[S:3][CH:4]=[C:5]([C:7]2[CH:18]=[CH:17][C:10]([C:11]([NH:13][CH:14]3[CH2:16][CH2:15]3)=O)=[CH:9][CH:8]=2)[N:6]=1.COC1C=CC(P2(SP(C3C=CC(OC)=CC=3)(=S)S2)=[S:28])=CC=1, predict the reaction product. The product is: [NH2:1][C:2]1[S:3][CH:4]=[C:5]([C:7]2[CH:18]=[CH:17][C:10]([C:11]([NH:13][CH:14]3[CH2:16][CH2:15]3)=[S:28])=[CH:9][CH:8]=2)[N:6]=1. (5) Given the reactants C(=O)([O-])[O-].[K+].[K+].Br[CH2:8][C:9]1[CH:18]=[CH:17][C:12]([C:13]([O:15][CH3:16])=[O:14])=[C:11]([N+:19]([O-:21])=[O:20])[CH:10]=1.[C:22]1([OH:28])[CH:27]=[CH:26][CH:25]=[CH:24][CH:23]=1.Cl, predict the reaction product. The product is: [N+:19]([C:11]1[CH:10]=[C:9]([CH2:8][O:28][C:22]2[CH:27]=[CH:26][CH:25]=[CH:24][CH:23]=2)[CH:18]=[CH:17][C:12]=1[C:13]([O:15][CH3:16])=[O:14])([O-:21])=[O:20]. (6) Given the reactants [CH:1]([C:3]1[N:8]=[N:7][C:6]2[O:9][CH2:10][CH2:11][CH2:12][C:5]=2[CH:4]=1)=C.O.I([O-])(=O)(=O)=[O:15].[Na+], predict the reaction product. The product is: [N:7]1[C:6]2[O:9][CH2:10][CH2:11][CH2:12][C:5]=2[CH:4]=[C:3]([CH:1]=[O:15])[N:8]=1. (7) Given the reactants CS([O:5][CH2:6][CH2:7][N:8]1[C:13]2[CH:14]=[CH:15][CH:16]=[CH:17][C:12]=2[S:11][CH2:10][CH2:9]1)(=O)=O.C(=O)([O-])[O-].[K+].[K+].[OH:24][CH:25]([CH2:31][C:32]1[CH:37]=[CH:36][C:35](O)=[CH:34][CH:33]=1)[C:26]([O:28][CH2:29][CH3:30])=[O:27], predict the reaction product. The product is: [S:11]1[C:12]2[CH:17]=[CH:16][CH:15]=[CH:14][C:13]=2[N:8]([CH2:7][CH2:6][O:5][C:35]2[CH:34]=[CH:33][C:32]([CH2:31][CH:25]([OH:24])[C:26]([O:28][CH2:29][CH3:30])=[O:27])=[CH:37][CH:36]=2)[CH2:9][CH2:10]1.